Dataset: Catalyst prediction with 721,799 reactions and 888 catalyst types from USPTO. Task: Predict which catalyst facilitates the given reaction. (1) Reactant: [O:1]1[C:5]2([CH2:10][CH:9]([C:11](OC)=[O:12])[CH2:8][CH:7]([C:15](OC)=[O:16])[CH2:6]2)[O:4][CH2:3][CH2:2]1.[H-].[Al+3].[Li+].[H-].[H-].[H-].C(OCC)C.[OH-].[Na+]. Product: [OH:16][CH2:15][CH:7]1[CH2:8][CH:9]([CH2:11][OH:12])[CH2:10][C:5]2([O:1][CH2:2][CH2:3][O:4]2)[CH2:6]1. The catalyst class is: 1. (2) Reactant: C(OC(N[C@H](CCCCNC(OC(C)(C)C)=O)C(NCCC([O:17][C:18]1[CH:19]=[CH:20][C:21]2[C:27]3[C:28]([O:36][CH3:37])=[C:29]([O:34][CH3:35])[C:30]([O:32][CH3:33])=[CH:31][C:26]=3[CH2:25][CH2:24][C@H:23]([NH:38][C:39](=[O:41])[CH3:40])[C:22]=2[CH:42]=1)=O)=O)=O)(C)(C)C.[NH:55]1[CH2:60][CH2:59][O:58][CH2:57][CH2:56]1. Product: [OH:17][CH:18]([CH2:19][N:55]1[CH2:60][CH2:59][O:58][CH2:57][CH2:56]1)[CH2:42][O:17][C:18]1[CH:19]=[CH:20][C:21]2[C:27]3[C:28]([O:36][CH3:37])=[C:29]([O:34][CH3:35])[C:30]([O:32][CH3:33])=[CH:31][C:26]=3[CH2:25][CH2:24][C@H:23]([NH:38][C:39](=[O:41])[CH3:40])[C:22]=2[CH:42]=1. The catalyst class is: 5. (3) Reactant: [Cl:1][C:2]1[CH:11]=[CH:10][C:9]([N+:12]([O-])=O)=[CH:8][C:3]=1[CH2:4][N:5]([CH3:7])[CH3:6].[Cl-].[Ca+2].[Cl-]. Product: [NH2:12][C:9]1[CH:10]=[CH:11][C:2]([Cl:1])=[C:3]([CH:8]=1)[CH2:4][N:5]([CH3:6])[CH3:7]. The catalyst class is: 186. (4) Reactant: [C:1]([NH:4][C:5]1[S:6][CH:7]=[C:8]([C:10]([OH:12])=[O:11])[N:9]=1)(=[O:3])[CH3:2].C(N1C=CN=C1)(N1C=CN=C1)=O.O[C:26]1[CH:31]=[CH:30][C:29]([CH2:32][CH2:33][NH:34][C:35]([NH:37][NH:38][C:39]([O:41][C:42]([CH3:45])([CH3:44])[CH3:43])=[O:40])=[O:36])=[CH:28][CH:27]=1.O. Product: [C:1]([NH:4][C:5]1[S:6][CH:7]=[C:8]([C:10]([O:12][C:26]2[CH:27]=[CH:28][C:29]([CH2:32][CH2:33][NH:34][C:35]([NH:37][NH:38][C:39]([O:41][C:42]([CH3:45])([CH3:44])[CH3:43])=[O:40])=[O:36])=[CH:30][CH:31]=2)=[O:11])[N:9]=1)(=[O:3])[CH3:2]. The catalyst class is: 13. (5) Reactant: [H-].[Na+].[S:3]1[CH:7]=[C:6]([C:8]2[CH:13]=[CH:12][C:11]([OH:14])=[CH:10][CH:9]=2)[C:5]2[CH:15]=[CH:16][CH:17]=[CH:18][C:4]1=2.[CH2:19]1[O:21][C@H:20]1[CH2:22]OS(C1C=C([N+]([O-])=O)C=CC=1)(=O)=O.O. Product: [S:3]1[CH:7]=[C:6]([C:8]2[CH:9]=[CH:10][C:11]([O:14][CH2:22][CH:20]3[CH2:19][O:21]3)=[CH:12][CH:13]=2)[C:5]2[CH:15]=[CH:16][CH:17]=[CH:18][C:4]1=2. The catalyst class is: 9.